Task: Predict which catalyst facilitates the given reaction.. Dataset: Catalyst prediction with 721,799 reactions and 888 catalyst types from USPTO (1) Reactant: [C:1](Cl)(=O)[C:2]([Cl:4])=[O:3].[CH3:7][N:8]1[C:13](=[O:14])[C:12]2C(C(O)=O)=[C:16]([CH2:18][C:19]3[C:28]4[C:23](=[CH:24][CH:25]=[CH:26][CH:27]=4)[CH:22]=[CH:21][CH:20]=3)[S:17][C:11]=2[N:10]([CH2:32][CH:33]([CH3:35])[CH3:34])[C:9]1=[O:36].CN(C)C=O. Product: [CH3:7][N:8]1[C:13](=[O:14])[C:12]2[C:1]([C:2]([Cl:4])=[O:3])=[C:16]([CH2:18][C:19]3[C:28]4[C:23](=[CH:24][CH:25]=[CH:26][CH:27]=4)[CH:22]=[CH:21][CH:20]=3)[S:17][C:11]=2[N:10]([CH2:32][CH:33]([CH3:34])[CH3:35])[C:9]1=[O:36]. The catalyst class is: 4. (2) Reactant: [F:1][C:2]1[N:10]=[CH:9][C:8]([F:11])=[CH:7][C:3]=1[C:4]([OH:6])=[O:5].[C:12](=O)([O-])[O-].[K+].[K+].IC. Product: [F:1][C:2]1[N:10]=[CH:9][C:8]([F:11])=[CH:7][C:3]=1[C:4]([O:6][CH3:12])=[O:5]. The catalyst class is: 18.